Dataset: Catalyst prediction with 721,799 reactions and 888 catalyst types from USPTO. Task: Predict which catalyst facilitates the given reaction. (1) Reactant: I[C:2]1[CH:7]=[CH:6][C:5]([OH:8])=[CH:4][CH:3]=1.[CH3:9][C:10]1([CH3:16])[CH2:14][CH2:13][NH:12][C:11]1=[O:15].C([O-])([O-])=O.[K+].[K+].CNCCNC. Product: [OH:8][C:5]1[CH:6]=[CH:7][C:2]([N:12]2[CH2:13][CH2:14][C:10]([CH3:16])([CH3:9])[C:11]2=[O:15])=[CH:3][CH:4]=1. The catalyst class is: 12. (2) The catalyst class is: 66. Reactant: [Cl:1][C:2]1[CH:7]=[CH:6][C:5]([CH:8]([C:27]2[CH:32]=[CH:31][C:30]([Cl:33])=[CH:29][CH:28]=2)[C:9]2[CH:10]=[C:11]3[C:16](=[CH:17][CH:18]=2)[N:15]=[C:14]([OH:19])[CH:13]=[C:12]3[NH:20][CH:21]2[CH2:26][CH2:25][NH:24][CH2:23][CH2:22]2)=[CH:4][CH:3]=1.ClCCl.Cl[S:38]([C:41]1[S:45][C:44]([C:46]([O:48][CH3:49])=[O:47])=[CH:43][CH:42]=1)(=[O:40])=[O:39]. Product: [Cl:33][C:30]1[CH:29]=[CH:28][C:27]([CH:8]([C:5]2[CH:4]=[CH:3][C:2]([Cl:1])=[CH:7][CH:6]=2)[C:9]2[CH:10]=[C:11]3[C:16](=[CH:17][CH:18]=2)[N:15]=[C:14]([OH:19])[CH:13]=[C:12]3[NH:20][CH:21]2[CH2:22][CH2:23][N:24]([S:38]([C:41]3[S:45][C:44]([C:46]([O:48][CH3:49])=[O:47])=[CH:43][CH:42]=3)(=[O:39])=[O:40])[CH2:25][CH2:26]2)=[CH:32][CH:31]=1. (3) Reactant: [C:1]([C:5]1[CH:20]=[CH:19][C:8]([CH2:9][NH:10][NH:11][C:12]([O:14][C:15]([CH3:18])([CH3:17])[CH3:16])=[O:13])=[CH:7][CH:6]=1)([CH3:4])([CH3:3])[CH3:2].[CH2:21]([N:23]=[C:24]=[O:25])[CH3:22]. Product: [C:1]([C:5]1[CH:20]=[CH:19][C:8]([CH2:9][N:10]([C:24](=[O:25])[NH:23][CH2:21][CH3:22])[NH:11][C:12]([O:14][C:15]([CH3:18])([CH3:17])[CH3:16])=[O:13])=[CH:7][CH:6]=1)([CH3:4])([CH3:2])[CH3:3]. The catalyst class is: 2. (4) Reactant: [OH:1][CH2:2][C@H:3]1[CH2:8][N:7]([C:9]([C:11]2[CH:16]=[CH:15][CH:14]=[CH:13][C:12]=2[N:17]2[N:21]=[CH:20][CH:19]=[N:18]2)=[O:10])[C@H:6]([CH3:22])[CH2:5][CH2:4]1.C(OC1C(OC(=O)C)=C(I)C=CC=1)(=O)C. Product: [CH3:22][C@H:6]1[N:7]([C:9]([C:11]2[CH:16]=[CH:15][CH:14]=[CH:13][C:12]=2[N:17]2[N:21]=[CH:20][CH:19]=[N:18]2)=[O:10])[CH2:8][C@H:3]([CH:2]=[O:1])[CH2:4][CH2:5]1. The catalyst class is: 4. (5) Reactant: [NH2:1][CH2:2][CH:3]([CH3:17])[CH2:4][NH:5][S:6]([C:9]1[CH:14]=[CH:13][C:12]([C:15]#[N:16])=[CH:11][CH:10]=1)(=[O:8])=[O:7].[CH2:18]([N:20]1[C:32]2[CH:31]=[CH:30][C:29]([C:33](O)=[O:34])=[CH:28][C:27]=2[C:26]2[C:21]1=[CH:22][CH:23]=[CH:24][CH:25]=2)[CH3:19].CN(C(ON1N=NC2C=CC=NC1=2)=[N+](C)C)C.F[P-](F)(F)(F)(F)F.O. Product: [C:15]([C:12]1[CH:11]=[CH:10][C:9]([S:6]([NH:5][CH2:4][CH:3]([CH3:17])[CH2:2][NH:1][C:33]([C:29]2[CH:30]=[CH:31][C:32]3[N:20]([CH2:18][CH3:19])[C:21]4[C:26]([C:27]=3[CH:28]=2)=[CH:25][CH:24]=[CH:23][CH:22]=4)=[O:34])(=[O:8])=[O:7])=[CH:14][CH:13]=1)#[N:16]. The catalyst class is: 3. (6) Reactant: [Br:1][C:2]1[CH:10]=[CH:9][C:5]([N:6]([CH3:8])[CH3:7])=[CH:4][CH:3]=1.FC(F)(F)S(O[C:17]1[CH:22]=[CH:21]C=[CH:19][C:18]=1[Si](C)(C)C)(=O)=O.[F-].[K+].C1OCCOCCOCCOCCOCCOC1. Product: [Br:1][C:2]1[CH:10]=[CH:9][C:5]([N:6]([CH3:8])[C:7]2[CH:21]=[CH:22][CH:17]=[CH:18][CH:19]=2)=[CH:4][CH:3]=1. The catalyst class is: 1. (7) Reactant: [Br:1][C:2]1[C:3]([S:8]([CH:11]2[CH2:15][CH2:14][NH:13][CH2:12]2)(=[O:10])=[O:9])=[N:4][CH:5]=[CH:6][CH:7]=1.[CH2:16](Cl)Cl.C=O.[BH-](OC(C)=O)(OC(C)=O)OC(C)=O.[Na+]. Product: [Br:1][C:2]1[C:3]([S:8]([CH:11]2[CH2:15][CH2:14][N:13]([CH3:16])[CH2:12]2)(=[O:9])=[O:10])=[N:4][CH:5]=[CH:6][CH:7]=1. The catalyst class is: 52.